Task: Predict the product of the given reaction.. Dataset: Forward reaction prediction with 1.9M reactions from USPTO patents (1976-2016) (1) Given the reactants [C:1](#[N:4])[CH2:2][CH3:3].[OH2:5].[NH2:6][NH2:7].O1[CH2:13][CH2:12][C:11](=O)[CH2:10][CH2:9]1, predict the reaction product. The product is: [O:5]1[CH2:13][CH2:12][C:11](=[N:6][NH:7][CH2:3][CH2:2][C:1]#[N:4])[CH2:10][CH2:9]1. (2) Given the reactants [N+:1](=[CH2:3])=[N-:2].[F:4][C:5]([F:14])([F:13])[C:6]#[C:7][C:8]([O:10]CC)=[O:9].Cl.O1CCOC[CH2:17]1, predict the reaction product. The product is: [CH3:3][N:1]1[C:7]([C:8]([OH:10])=[O:9])=[C:6]([C:5]([F:14])([F:13])[F:4])[CH:17]=[N:2]1. (3) Given the reactants Cl[C:2]1[CH:3]=[CH:4][CH:5]=[C:6]2[C:10]=1[NH:9][CH:8]=[CH:7]2.C[Si]([O:15][S:16](Cl)(=[O:18])=[O:17])(C)C.[Cl:20]C(Cl)C, predict the reaction product. The product is: [Cl:20][C:4]1[CH:5]=[C:6]2[C:10](=[CH:2][CH:3]=1)[NH:9][CH:8]=[C:7]2[S:16]([OH:18])(=[O:17])=[O:15].